The task is: Predict the reactants needed to synthesize the given product.. This data is from Full USPTO retrosynthesis dataset with 1.9M reactions from patents (1976-2016). (1) Given the product [CH2:29]([O:31][C:32](=[O:35])[CH2:33][N:16]1[C:17]2[C:22](=[CH:21][CH:20]=[CH:19][CH:18]=2)[N:13]([C:11]([C:10]2[C:5]([O:4][C:3]3[CH:24]=[C:25]([Cl:28])[CH:26]=[CH:27][C:2]=3[Cl:1])=[N:6][CH:7]=[C:8]([F:23])[CH:9]=2)=[O:12])[CH2:14][CH2:15]1)[CH3:30], predict the reactants needed to synthesize it. The reactants are: [Cl:1][C:2]1[CH:27]=[CH:26][C:25]([Cl:28])=[CH:24][C:3]=1[O:4][C:5]1[C:10]([C:11]([N:13]2[C:22]3[C:17](=[CH:18][CH:19]=[CH:20][CH:21]=3)[NH:16][CH2:15][CH2:14]2)=[O:12])=[CH:9][C:8]([F:23])=[CH:7][N:6]=1.[CH2:29]([O:31][C:32](=[O:35])[CH:33]=O)[CH3:30].C1(C)C=CC=CC=1.C([Sn](Cl)(Cl)CCCC)CCC.C1([SiH3])C=CC=CC=1. (2) Given the product [NH2:15][C:13]1[C:12]([CH3:16])=[N:11][C:10]2([C:17]3[C:5](=[CH:4][CH:3]=[C:2]([C:26]4[CH:25]=[C:22]([CH:21]=[C:20]([Cl:19])[CH:27]=4)[C:23]#[N:24])[CH:18]=3)[CH2:6][C:7]32[CH2:9][CH2:8]3)[N:14]=1, predict the reactants needed to synthesize it. The reactants are: Br[C:2]1[CH:18]=[C:17]2[C:5]([CH2:6][C:7]3([C:10]42[N:14]=[C:13]([NH2:15])[C:12]([CH3:16])=[N:11]4)[CH2:9][CH2:8]3)=[CH:4][CH:3]=1.[Cl:19][C:20]1[CH:21]=[C:22]([CH:25]=[C:26](B2OC(C)(C)C(C)(C)O2)[CH:27]=1)[C:23]#[N:24].C([O-])([O-])=O.[K+].[K+].